This data is from Forward reaction prediction with 1.9M reactions from USPTO patents (1976-2016). The task is: Predict the product of the given reaction. (1) Given the reactants Cl.[I:2][C:3]1[CH:8]=[N:7][C:6]([O:9][CH2:10][CH:11]2[CH2:16][CH2:15][NH:14][CH2:13][CH2:12]2)=[CH:5][N:4]=1.[CH2:17]([C:19]1([CH2:22][CH3:23])[CH2:21][O:20]1)[CH3:18].C([O-])([O-])=O.[K+].[K+].CCO, predict the reaction product. The product is: [I:2][C:3]1[N:4]=[CH:5][C:6]([O:9][CH2:10][CH:11]2[CH2:16][CH2:15][N:14]([CH2:21][C:19]([OH:20])([CH2:22][CH3:23])[CH2:17][CH3:18])[CH2:13][CH2:12]2)=[N:7][CH:8]=1. (2) Given the reactants [C:1]([C:3]1[CH:4]=[C:5]([NH:22][C:23]2[N:28]=[C:27]([N:29](CC)[CH2:30][C:31]3C=CC(OC)=CC=3)[C:26]3=[N:41][CH:42]=[C:43]([C:44]#[N:45])[N:25]3[N:24]=2)[C:6]([F:21])=[C:7]([N:9]2[CH2:14][CH2:13][C@@H:12]([NH:15][C:16](=[O:19])[O:17][CH3:18])[C@H:11]([OH:20])[CH2:10]2)[CH:8]=1)#[N:2].C1(OC)C=CC=CC=1.C(O)(C(F)(F)F)=O, predict the reaction product. The product is: [C:1]([C:3]1[CH:4]=[C:5]([NH:22][C:23]2[N:28]=[C:27]([NH:29][CH2:30][CH3:31])[C:26]3=[N:41][CH:42]=[C:43]([C:44]#[N:45])[N:25]3[N:24]=2)[C:6]([F:21])=[C:7]([N:9]2[CH2:14][CH2:13][C@@H:12]([NH:15][C:16](=[O:19])[O:17][CH3:18])[C@H:11]([OH:20])[CH2:10]2)[CH:8]=1)#[N:2]. (3) Given the reactants [Br:1][C:2]1[CH:18]=[CH:17][C:5]([C:6]([NH:8][C:9]([CH:14]2[CH2:16][CH2:15]2)([CH3:13])[C:10](O)=[O:11])=[O:7])=[CH:4][CH:3]=1.C(Cl)(=O)C(Cl)=O.[OH-].[NH4+:26], predict the reaction product. The product is: [NH2:26][C:10](=[O:11])[C:9]([NH:8][C:6](=[O:7])[C:5]1[CH:17]=[CH:18][C:2]([Br:1])=[CH:3][CH:4]=1)([CH:14]1[CH2:16][CH2:15]1)[CH3:13].